The task is: Predict the product of the given reaction.. This data is from Forward reaction prediction with 1.9M reactions from USPTO patents (1976-2016). (1) Given the reactants [F:1][CH:2]([F:29])[O:3][C:4]1[CH:5]=[C:6]([C:11]2[O:12][CH:13]=[C:14]([CH2:16][NH:17][C:18](=[O:28])[C:19]3[CH:24]=[CH:23][CH:22]=[CH:21][C:20]=3[O:25][CH2:26][CH3:27])[N:15]=2)[CH:7]=[CH:8][C:9]=1[OH:10].Br[CH:31]([CH3:33])[CH3:32], predict the reaction product. The product is: [F:29][CH:2]([F:1])[O:3][C:4]1[CH:5]=[C:6]([C:11]2[O:12][CH:13]=[C:14]([CH2:16][NH:17][C:18](=[O:28])[C:19]3[CH:24]=[CH:23][CH:22]=[CH:21][C:20]=3[O:25][CH2:26][CH3:27])[N:15]=2)[CH:7]=[CH:8][C:9]=1[O:10][CH:31]([CH3:33])[CH3:32]. (2) Given the reactants C([NH:5][S:6]([C:9]1([CH2:12][F:13])[CH2:11][CH2:10]1)(=[O:8])=[O:7])(C)(C)C, predict the reaction product. The product is: [F:13][CH2:12][C:9]1([S:6]([NH2:5])(=[O:8])=[O:7])[CH2:11][CH2:10]1. (3) The product is: [NH2:23][C@H:7]1[C:8]2[C:13](=[CH:12][CH:11]=[C:10]([C:14]3[CH:19]=[N:18][C:17]([C:20]([N:25]4[CH2:30][CH2:29][O:28][CH2:27][CH2:26]4)=[O:22])=[CH:16][CH:15]=3)[CH:9]=2)[N:4]([C:1](=[O:3])[CH3:2])[C@@H:5]([CH3:24])[CH2:6]1. Given the reactants [C:1]([N:4]1[C:13]2[C:8](=[CH:9][C:10]([C:14]3[CH:15]=[CH:16][C:17]([C:20]([OH:22])=O)=[N:18][CH:19]=3)=[CH:11][CH:12]=2)[C@H:7]([NH2:23])[CH2:6][C@@H:5]1[CH3:24])(=[O:3])[CH3:2].[NH:25]1[CH2:30][CH2:29][O:28][CH2:27][CH2:26]1.CN(C(ON1N=NC2C=CC=NC1=2)=[N+](C)C)C.F[P-](F)(F)(F)(F)F.CCN(C(C)C)C(C)C, predict the reaction product. (4) Given the reactants O[C:2]1[CH:3]=[C:4]([CH:8]=[CH:9][CH:10]=1)[C:5]([NH2:7])=[O:6].C[O:12][C:13](OC)([CH3:15])[CH3:14].C1(C)C=CC(S(O)(=O)=O)=CC=1, predict the reaction product. The product is: [CH3:14][C:13]1([CH3:15])[NH:7][C:5](=[O:6])[C:4]2[CH:3]=[CH:2][CH:10]=[CH:9][C:8]=2[O:12]1. (5) Given the reactants [CH:1]1([C:7]2[N:12]=[C:11]([C:13]([OH:15])=O)[CH:10]=[CH:9][CH:8]=2)[CH2:6][CH2:5][CH2:4][CH2:3][CH2:2]1.[N:16]1([NH2:22])[CH2:21][CH2:20][CH2:19][CH2:18][CH2:17]1, predict the reaction product. The product is: [N:16]1([NH:22][C:13]([C:11]2[CH:10]=[CH:9][CH:8]=[C:7]([CH:1]3[CH2:2][CH2:3][CH2:4][CH2:5][CH2:6]3)[N:12]=2)=[O:15])[CH2:21][CH2:20][CH2:19][CH2:18][CH2:17]1.